This data is from Reaction yield outcomes from USPTO patents with 853,638 reactions. The task is: Predict the reaction yield, written as a fraction of the theoretical maximum amount of product (1.0 means a 100% yield; for example, 0.34 means a 34% yield). (1) The reactants are [Cl:1][C:2]1[CH:3]=[C:4]([C:12]2[O:16][N:15]=[C:14]([C:17]3[CH:18]=[C:19]4[C:23](=[CH:24][CH:25]=3)[NH:22][N:21]=[CH:20]4)[N:13]=2)[CH:5]=[N:6][C:7]=1[O:8][CH:9]([CH3:11])[CH3:10].Br[CH2:27][C:28]([CH3:35])([CH3:34])[C:29]([O:31][CH2:32][CH3:33])=[O:30].C([O-])([O-])=O.[K+].[K+]. The catalyst is CN(C=O)C. The product is [Cl:1][C:2]1[CH:3]=[C:4]([C:12]2[O:16][N:15]=[C:14]([C:17]3[CH:18]=[C:19]4[C:23](=[CH:24][CH:25]=3)[N:22]([CH2:27][C:28]([CH3:35])([CH3:34])[C:29]([O:31][CH2:32][CH3:33])=[O:30])[N:21]=[CH:20]4)[N:13]=2)[CH:5]=[N:6][C:7]=1[O:8][CH:9]([CH3:11])[CH3:10]. The yield is 0.220. (2) The reactants are CC([Si](C1C=CC=CC=1)(C1C=CC=CC=1)[O:6][C:7]1[C:36]([O:37][CH3:38])=[CH:35][C:10]2[N:11]([C:14]3[S:18][C:17]([C:19]([O:21][CH3:22])=[O:20])=[C:16]([O:23][CH2:24][C:25]4[CH:30]=[CH:29][CH:28]=[CH:27][C:26]=4[C:31]([F:34])([F:33])[F:32])[CH:15]=3)[CH:12]=[N:13][C:9]=2[CH:8]=1)(C)C.[F-].C([N+](CCCC)(CCCC)CCCC)CCC. The catalyst is O1CCCC1. The product is [OH:6][C:7]1[C:36]([O:37][CH3:38])=[CH:35][C:10]2[N:11]([C:14]3[S:18][C:17]([C:19]([O:21][CH3:22])=[O:20])=[C:16]([O:23][CH2:24][C:25]4[CH:30]=[CH:29][CH:28]=[CH:27][C:26]=4[C:31]([F:34])([F:33])[F:32])[CH:15]=3)[CH:12]=[N:13][C:9]=2[CH:8]=1. The yield is 0.740. (3) The reactants are CO[CH:3]1[C:9]2[CH:10]=[C:11]([N+:14]([O-:16])=[O:15])[CH:12]=[CH:13][C:8]=2[CH2:7][CH2:6][NH:5][CH2:4]1.Br[CH2:18][CH2:19][O:20][CH3:21].[C:22](=O)([O-])[O-:23].[K+].[K+]. The catalyst is CN(C)C=O. The product is [CH3:22][O:23][C:12]1[C:11]([N+:14]([O-:16])=[O:15])=[CH:10][C:9]2[CH2:3][CH2:4][N:5]([CH2:18][CH2:19][O:20][CH3:21])[CH2:6][CH2:7][C:8]=2[CH:13]=1. The yield is 0.550. (4) The catalyst is C1COCC1. The yield is 0.520. The reactants are [CH3:1][N:2]1[CH2:7][CH2:6][N:5]([C:8]([C:10]2[CH:33]=[CH:32][C:13]3[N:14]([C:17]4[N:22]=[C:21]([NH:23][C@H:24]([C:26]5[CH:31]=[CH:30][CH:29]=[CH:28][CH:27]=5)[CH3:25])[CH:20]=[N:19][CH:18]=4)[CH:15]=[N:16][C:12]=3[CH:11]=2)=O)[CH2:4][CH2:3]1.[H-].[H-].[H-].[H-].[Li+].[Al+3].O.[OH-].[Na+]. The product is [CH3:1][N:2]1[CH2:7][CH2:6][N:5]([CH2:8][C:10]2[CH:33]=[CH:32][C:13]3[N:14]([C:17]4[N:22]=[C:21]([NH:23][C@H:24]([C:26]5[CH:27]=[CH:28][CH:29]=[CH:30][CH:31]=5)[CH3:25])[CH:20]=[N:19][CH:18]=4)[CH:15]=[N:16][C:12]=3[CH:11]=2)[CH2:4][CH2:3]1. (5) The reactants are C([N:11]1[CH2:16][CH2:15][N:14]([C:17]2[CH:22]=[C:21]([Cl:23])[C:20]([Cl:24])=[CH:19][C:18]=2[N+:25]([O-])=O)[C@H:13]([C:28]([OH:30])=O)[CH2:12]1)(OCC1C=CC=CC=1)=O. The catalyst is C(O)(=O)C.[Fe]. The product is [Cl:24][C:20]1[CH:19]=[C:18]2[C:17](=[CH:22][C:21]=1[Cl:23])[N:14]1[CH2:15][CH2:16][NH:11][CH2:12][C@H:13]1[C:28](=[O:30])[NH:25]2. The yield is 0.806.